Dataset: Full USPTO retrosynthesis dataset with 1.9M reactions from patents (1976-2016). Task: Predict the reactants needed to synthesize the given product. (1) Given the product [Cl:1][C:2]1[CH:10]=[C:9]([C:11]([NH:27][CH:24]2[CH2:25][CH2:26][N:21]([CH3:20])[CH2:22][CH2:23]2)=[O:13])[C:8]([CH3:14])=[C:7]2[C:3]=1[C:4]1[CH:18]=[C:17]([CH3:19])[CH:16]=[N:15][C:5]=1[NH:6]2, predict the reactants needed to synthesize it. The reactants are: [Cl:1][C:2]1[CH:10]=[C:9]([C:11]([OH:13])=O)[C:8]([CH3:14])=[C:7]2[C:3]=1[C:4]1[CH:18]=[C:17]([CH3:19])[CH:16]=[N:15][C:5]=1[NH:6]2.[CH3:20][N:21]1[CH2:26][CH2:25][CH:24]([NH2:27])[CH2:23][CH2:22]1. (2) Given the product [CH3:1][N:2]1[C:10]2[C:5](=[CH:6][CH:7]=[CH:8][CH:9]=2)[C:4]([C:11]#[N:20])=[CH:3]1, predict the reactants needed to synthesize it. The reactants are: [CH3:1][N:2]1[C:10]2[C:5](=[CH:6][CH:7]=[CH:8][CH:9]=2)[C:4]([CH:11]=O)=[CH:3]1.COC1C=C2C(=CC=1)[NH:20]C=C2C#N. (3) Given the product [CH:1]1([C@H:7]([NH:41][C:42]([C:44]2[CH:49]=[N:48][CH:47]=[CH:46][N:45]=2)=[O:43])[C:8]([NH:10][C@@H:11]([C:37]([CH3:38])([CH3:39])[CH3:40])[C:12]([N:14]2[CH2:18][C@@H:17]3[CH2:19][CH2:20][CH2:21][C@@H:16]3[C@H:15]2[C:22]([NH:24][C@@H:25]([CH2:34][CH2:35][CH3:36])[C:26](=[O:33])[C:27]([NH:29][CH:30]2[CH2:31][CH2:32]2)=[O:28])=[O:23])=[O:13])=[O:9])[CH2:6][CH2:5][CH2:4][CH2:3][CH2:2]1, predict the reactants needed to synthesize it. The reactants are: [CH:1]1([C@H:7]([NH:41][C:42]([C:44]2[CH:49]=[N:48][CH:47]=[CH:46][N:45]=2)=[O:43])[C:8]([NH:10][C@@H:11]([C:37]([CH3:40])([CH3:39])[CH3:38])[C:12]([N:14]2[CH2:18][C@@H:17]3[CH2:19][CH2:20][CH2:21][C@@H:16]3[C@H:15]2[C:22]([NH:24][C@@H:25]([CH2:34][CH2:35][CH3:36])[CH:26]([OH:33])[C:27]([NH:29][CH:30]2[CH2:32][CH2:31]2)=[O:28])=[O:23])=[O:13])=[O:9])[CH2:6][CH2:5][CH2:4][CH2:3][CH2:2]1.CC(OI1(OC(C)=O)(OC(C)=O)OC(=O)C2C=CC=CC1=2)=O.CC1(C)N([O])C(C)(C)CCC1.Cl[O-].[Na+].S(=O)(O)[O-].[Na+]. (4) Given the product [Cl:55][C:30]1[C:29]2[N:28]([N:27]=[C:14]([NH:13][C:10]3[CH:11]=[CH:12][C:7]([N:4]4[CH2:5][CH2:6][O:1][CH2:2][CH2:3]4)=[CH:8][CH:9]=3)[N:34]=2)[CH:33]=[CH:32][N:31]=1, predict the reactants needed to synthesize it. The reactants are: [O:1]1[CH2:6][CH2:5][N:4]([C:7]2[CH:12]=[CH:11][C:10]([N:13]=[C:14]=S)=[CH:9][CH:8]=2)[CH2:3][CH2:2]1.C1(C([O-])=O)C=C(C)C=C(C)C=1.[NH2:27][N+:28]1[CH:33]=[CH:32][N:31]=[CH:30][C:29]=1[NH2:34].C(N(C(C)C)CC)(C)C.CCN=C=NCCCN(C)C.[Cl:55]CCl. (5) Given the product [ClH:41].[ClH:41].[ClH:41].[CH3:40][C@H:39]1[C:32]2[C:31]([N:19]3[C:20]4[C:25](=[C:24]([CH2:26][NH:27][CH:28]([CH3:30])[CH3:29])[CH:23]=[CH:22][CH:21]=4)[C:15]4([CH2:16][CH2:17][NH:12][CH2:13][CH2:14]4)[CH2:18]3)=[N:36][CH:35]=[N:34][C:33]=2[CH2:37][CH2:38]1, predict the reactants needed to synthesize it. The reactants are: C([O-])=O.[NH4+].C([N:12]1[CH2:17][CH2:16][C:15]2([C:25]3[C:20](=[CH:21][CH:22]=[CH:23][C:24]=3[CH2:26][NH:27][CH:28]([CH3:30])[CH3:29])[N:19]([C:31]3[C:32]4[C@H:39]([CH3:40])[CH2:38][CH2:37][C:33]=4[N:34]=[CH:35][N:36]=3)[CH2:18]2)[CH2:14][CH2:13]1)C1C=CC=CC=1.[ClH:41]. (6) Given the product [C:1]([O:5][C:6](=[O:52])[C@H:7]([NH:8][C:9]([O:11][C:12]([CH3:13])([CH3:14])[CH3:15])=[O:10])[CH2:16][N:23]1[C:19](=[O:29])[C:20]2=[CH:28][CH:27]=[CH:26][CH:25]=[C:21]2[C:22]1=[O:24])([CH3:2])([CH3:3])[CH3:4], predict the reactants needed to synthesize it. The reactants are: [C:1]([O:5][CH2:6][C@H:7]([C:16](O)=O)[NH:8][C:9]([O:11][C:12]([CH3:15])([CH3:14])[CH3:13])=[O:10])([CH3:4])([CH3:3])[CH3:2].[C:19]1(=[O:29])[NH:23][C:22](=[O:24])[C:21]2=[CH:25][CH:26]=[CH:27][CH:28]=[C:20]12.C1(P(C2C=CC=CC=2)C2C=CC=CC=2)C=CC=CC=1.N(C(OC(C)C)=O)=NC(OC(C)C)=[O:52]. (7) Given the product [CH2:2]([O:1][C:6]1[CH:11]=[CH:10][N:9]=[CH:8][C:7]=1[O:12][CH2:13][O:14][CH2:15][CH2:16][Si:17]([CH3:20])([CH3:19])[CH3:18])[CH3:3], predict the reactants needed to synthesize it. The reactants are: [O-:1][CH2:2][CH3:3].[Na+].F[C:6]1[CH:11]=[CH:10][N:9]=[CH:8][C:7]=1[O:12][CH2:13][O:14][CH2:15][CH2:16][Si:17]([CH3:20])([CH3:19])[CH3:18].O.